Dataset: Catalyst prediction with 721,799 reactions and 888 catalyst types from USPTO. Task: Predict which catalyst facilitates the given reaction. (1) Reactant: [C:1]([NH:4][CH:5]1[CH2:13][C:12]2[C:7](=[CH:8][CH:9]=[C:10]([S:14](Cl)(=[O:16])=[O:15])[CH:11]=2)[CH2:6]1)(=[O:3])[CH3:2].[CH:18]([C:21]1[S:25][C:24]([NH2:26])=[N:23][N:22]=1)([CH3:20])[CH3:19]. Product: [CH:18]([C:21]1[S:25][C:24]([NH:26][S:14]([C:10]2[CH:11]=[C:12]3[C:7](=[CH:8][CH:9]=2)[CH2:6][CH:5]([NH:4][C:1](=[O:3])[CH3:2])[CH2:13]3)(=[O:16])=[O:15])=[N:23][N:22]=1)([CH3:20])[CH3:19]. The catalyst class is: 537. (2) Reactant: [CH2:1]([C:3]([F:31])([CH2:29][CH3:30])[CH2:4][N:5]1[CH2:10][CH2:9][CH:8]([CH2:11][O:12][C:13]2[N:18]=[CH:17][C:16]([C:19]3[CH:27]=[CH:26][C:22]([C:23]([OH:25])=O)=[C:21](F)[CH:20]=3)=[CH:15][CH:14]=2)[CH2:7][CH2:6]1)[CH3:2].C(Cl)CCl.C1C=CC2N(O)N=NC=2C=1.CCN(C(C)C)C(C)C.[NH:55]1[CH2:60][CH2:59][CH2:58][C@@H:57]([OH:61])[CH2:56]1. Product: [CH2:29]([C:3]([F:31])([CH2:1][CH3:2])[CH2:4][N:5]1[CH2:10][CH2:9][CH:8]([CH2:11][O:12][C:13]2[N:18]=[CH:17][C:16]([C:19]3[CH:27]=[CH:26][C:22]([C:23]([N:55]4[CH2:60][CH2:59][CH2:58][C@@H:57]([OH:61])[CH2:56]4)=[O:25])=[CH:21][CH:20]=3)=[CH:15][CH:14]=2)[CH2:7][CH2:6]1)[CH3:30]. The catalyst class is: 18. (3) Reactant: Cl.[F:2][C:3]1[CH:4]=[C:5]([N:16]2[CH2:20][C@H:19]([CH2:21][N:22]3[CH:26]=[C:25]([CH3:27])[N:24]=[N:23]3)[O:18][C:17]2=[O:28])[CH:6]=[C:7]([F:15])[C:8]=1[C:9]1[CH2:10][CH2:11][NH:12][CH2:13][CH:14]=1.N1C=CC=CC=1.[CH3:35][C:36]1([CH3:44])[O:40][C@H:39]([C:41](Cl)=[O:42])[CH2:38][O:37]1.O. Product: [CH3:35][C:36]1([CH3:44])[O:40][C@H:39]([C:41]([N:12]2[CH2:11][CH:10]=[C:9]([C:8]3[C:7]([F:15])=[CH:6][C:5]([N:16]4[CH2:20][C@H:19]([CH2:21][N:22]5[CH:26]=[C:25]([CH3:27])[N:24]=[N:23]5)[O:18][C:17]4=[O:28])=[CH:4][C:3]=3[F:2])[CH2:14][CH2:13]2)=[O:42])[CH2:38][O:37]1. The catalyst class is: 4. (4) Reactant: Br[C:2]1[CH:3]=[C:4]([O:12][C@@H:13]([C@H:15]2[CH2:19][NH:18][C:17](=[O:20])[CH2:16]2)[CH3:14])[C:5]2[C:9]([CH:10]=1)=[N:8][N:7]([CH3:11])[CH:6]=2.CC1(C)C(C)(C)OB([C:29]2[CH:30]=[N:31][N:32]([CH:34]3[CH2:39][CH2:38][N:37](C(OC(C)(C)C)=O)[CH2:36][CH2:35]3)[CH:33]=2)O1.C(=O)([O-])[O-].[Na+].[Na+]. Product: [CH3:11][N:7]1[CH:6]=[C:5]2[C:9]([CH:10]=[C:2]([C:29]3[CH:30]=[N:31][N:32]([CH:34]4[CH2:39][CH2:38][NH:37][CH2:36][CH2:35]4)[CH:33]=3)[CH:3]=[C:4]2[O:12][C@@H:13]([C@H:15]2[CH2:19][NH:18][C:17](=[O:20])[CH2:16]2)[CH3:14])=[N:8]1. The catalyst class is: 40. (5) Reactant: FC1C=CC=CC=1.[Cl-].[Al+3].[Cl-].[Cl-].C1(CC(Cl)=O)C=CC=CC=1.[F:22][C:23]1[CH:28]=[CH:27][C:26]([C:29](=[O:37])[CH2:30][C:31]2[CH:36]=[CH:35][CH:34]=[CH:33][CH:32]=2)=[CH:25][CH:24]=1.C1(C(CC2C=CC=CC=2)=O)C=CC=CC=1.Cl.[Br:54]Br.S([O-])([O-])=O.[Na+].[Na+]. Product: [Br:54][CH:30]([C:31]1[CH:32]=[CH:33][CH:34]=[CH:35][CH:36]=1)[C:29]([C:26]1[CH:25]=[CH:24][C:23]([F:22])=[CH:28][CH:27]=1)=[O:37]. The catalyst class is: 34. (6) Reactant: [CH2:1]1[C:10]2[C:5](=[CH:6][CH:7]=[CH:8][CH:9]=2)[CH2:4][CH2:3][N:2]1[CH2:11][CH2:12][NH2:13].Cl[C:15]1[N:20]=[CH:19][N:18]=[C:17]([NH:21][C:22]2[C:31]3[C:26](=[CH:27][CH:28]=[CH:29][CH:30]=3)[N:25]=[C:24]([CH3:32])[CH:23]=2)[CH:16]=1.[CH:33](N(C(C)C)CC)([CH3:35])[CH3:34]. Product: [CH2:6]([CH:5]1[CH2:10][CH2:1][N:2]([CH2:11][CH2:12][NH:13][C:15]2[CH:16]=[C:17]([NH:21][C:22]3[C:31]4[C:26](=[CH:27][CH:28]=[CH:29][CH:30]=4)[N:25]=[C:24]([CH3:32])[CH:23]=3)[N:18]=[CH:19][N:20]=2)[CH2:3][CH2:4]1)[C:7]1[CH:8]=[CH:9][CH:35]=[CH:33][CH:34]=1. The catalyst class is: 114. (7) Reactant: Cl[C:2]1[CH:13]=[CH:12][C:5]([C:6]([NH:8][CH:9]2[CH2:11][CH2:10]2)=[O:7])=[CH:4][C:3]=1[N+:14]([O-:16])=[O:15].[NH:17]1[CH2:22][CH2:21][CH:20]([CH2:23][CH2:24][N:25]2[CH2:30][CH2:29][CH2:28][CH2:27][CH2:26]2)[CH2:19][CH2:18]1. Product: [CH:9]1([NH:8][C:6](=[O:7])[C:5]2[CH:12]=[CH:13][C:2]([N:17]3[CH2:18][CH2:19][CH:20]([CH2:23][CH2:24][N:25]4[CH2:30][CH2:29][CH2:28][CH2:27][CH2:26]4)[CH2:21][CH2:22]3)=[C:3]([N+:14]([O-:16])=[O:15])[CH:4]=2)[CH2:11][CH2:10]1. The catalyst class is: 10.